This data is from HIV replication inhibition screening data with 41,000+ compounds from the AIDS Antiviral Screen. The task is: Binary Classification. Given a drug SMILES string, predict its activity (active/inactive) in a high-throughput screening assay against a specified biological target. (1) The compound is O=c1c(=Cc2cccc([N+](=O)[O-])c2)sc2nc3ccccc3n12. The result is 0 (inactive). (2) The compound is O=C(NC(=O)c1ccccc1O)c1ccccc1. The result is 0 (inactive). (3) The molecule is COc1ccc2cc(C(=O)NCCc3ccccc3)ccc2c1OC. The result is 0 (inactive).